The task is: Predict the reaction yield, written as a fraction of the theoretical maximum amount of product (1.0 means a 100% yield; for example, 0.34 means a 34% yield).. This data is from Reaction yield outcomes from USPTO patents with 853,638 reactions. (1) The reactants are [NH2:1][C:2]1[CH:10]=[CH:9][CH:8]=[C:7]2[C:3]=1[C:4]1([C:24]3[C:15](=[CH:16][C:17]4[O:22][CH2:21][CH2:20][O:19][C:18]=4[CH:23]=3)[O:14][CH2:13]1)[C:5](=[O:12])[N:6]2[CH3:11].[CH:25]1([C:29](Cl)=[O:30])[CH2:28][CH2:27][CH2:26]1. The catalyst is ClCCl.N1C=CC=CC=1. The product is [CH3:11][N:6]1[C:7]2[C:3](=[C:2]([NH:1][C:29]([CH:25]3[CH2:28][CH2:27][CH2:26]3)=[O:30])[CH:10]=[CH:9][CH:8]=2)[C:4]2([C:24]3[C:15](=[CH:16][C:17]4[O:22][CH2:21][CH2:20][O:19][C:18]=4[CH:23]=3)[O:14][CH2:13]2)[C:5]1=[O:12]. The yield is 0.710. (2) The reactants are [CH2:1]([C:3]1[C:12]2[C:7](=[CH:8][CH:9]=[CH:10][CH:11]=2)[CH:6]=[CH:5][CH:4]=1)[CH3:2].C(O)(C(F)(F)F)=O.[Cl:20][S:21](O)(=[O:23])=[O:22]. The catalyst is O. The product is [CH2:1]([C:3]1[C:12]2[C:7](=[CH:8][CH:9]=[CH:10][CH:11]=2)[C:6]([S:21]([Cl:20])(=[O:23])=[O:22])=[CH:5][CH:4]=1)[CH3:2]. The yield is 0.280.